Dataset: Reaction yield outcomes from USPTO patents with 853,638 reactions. Task: Predict the reaction yield, written as a fraction of the theoretical maximum amount of product (1.0 means a 100% yield; for example, 0.34 means a 34% yield). The reactants are [Cl-].O[NH3+:3].[C:4](=[O:7])([O-])[OH:5].[Na+].CS(C)=O.[O:13]=[C:14]1[C:19]([CH2:20][C:21]2[CH:26]=[CH:25][C:24]([C:27]3[C:28]([C:33]#[N:34])=[CH:29][CH:30]=[CH:31][CH:32]=3)=[CH:23][CH:22]=2)=[C:18]([CH2:35][CH2:36][CH3:37])[N:17]2[N:38]=[CH:39][N:40]=[C:16]2[N:15]1[CH:41]1[CH2:46][CH2:45][CH:44]([O:47][CH2:48][CH:49]=[CH2:50])[CH2:43][CH2:42]1. The yield is 0.560. The product is [O:7]=[C:4]1[O:5][N:3]=[C:33]([C:28]2[CH:29]=[CH:30][CH:31]=[CH:32][C:27]=2[C:24]2[CH:23]=[CH:22][C:21]([CH2:20][C:19]3[C:14](=[O:13])[N:15]([CH:41]4[CH2:42][CH2:43][CH:44]([O:47][CH2:48][CH:49]=[CH2:50])[CH2:45][CH2:46]4)[C:16]4[N:17]([N:38]=[CH:39][N:40]=4)[C:18]=3[CH2:35][CH2:36][CH3:37])=[CH:26][CH:25]=2)[NH:34]1. The catalyst is C(OCC)(=O)C.